Dataset: Full USPTO retrosynthesis dataset with 1.9M reactions from patents (1976-2016). Task: Predict the reactants needed to synthesize the given product. (1) Given the product [N+:19]([C:12]1[CH:11]=[C:10]([CH:6]2[O:7][CH2:8][CH2:9][N:4]([CH2:1][CH2:2][CH3:3])[CH2:5]2)[CH:15]=[CH:14][C:13]=1[OH:16])([O-:21])=[O:20], predict the reactants needed to synthesize it. The reactants are: [CH2:1]([N:4]1[CH2:9][CH2:8][O:7][CH:6]([C:10]2[CH:15]=[CH:14][C:13]([OH:16])=[CH:12][CH:11]=2)[CH2:5]1)[CH2:2][CH3:3].[NH4+].[OH-].[N+:19]([O-])([OH:21])=[O:20].O. (2) The reactants are: [CH2:1]([N:8]1[C:12]([C:13]([OH:15])=O)=[C:11]([CH3:16])[C:10]([O:17][CH2:18][C@@H:19]([NH:21][C:22]([O:24][C:25]([CH3:28])([CH3:27])[CH3:26])=[O:23])[CH3:20])=[N:9]1)[C:2]1[CH:7]=[CH:6][CH:5]=[CH:4][CH:3]=1.Cl.[NH2:30][C:31]1[CH:36]=[CH:35][C:34]([OH:37])=[CH:33][C:32]=1[OH:38]. Given the product [CH2:1]([N:8]1[C:12]([C:13](=[O:15])[NH:30][C:31]2[CH:36]=[CH:35][C:34]([OH:37])=[CH:33][C:32]=2[OH:38])=[C:11]([CH3:16])[C:10]([O:17][CH2:18][C@@H:19]([NH:21][C:22](=[O:23])[O:24][C:25]([CH3:26])([CH3:27])[CH3:28])[CH3:20])=[N:9]1)[C:2]1[CH:3]=[CH:4][CH:5]=[CH:6][CH:7]=1, predict the reactants needed to synthesize it. (3) Given the product [O:33]=[C:27]1[C:26]2[CH:25]=[C:24]([C:22]3[CH:21]=[CH:20][N:19]=[C:18]([C:2]4[CH:3]=[C:4]([CH:14]=[CH:15][CH:16]=4)[O:5][CH2:6][CH2:7][CH2:8][C:9]([O:11][CH2:12][CH3:13])=[O:10])[CH:23]=3)[NH:32][C:31]=2[CH2:30][CH2:29][NH:28]1, predict the reactants needed to synthesize it. The reactants are: Br[C:2]1[CH:3]=[C:4]([CH:14]=[CH:15][CH:16]=1)[O:5][CH2:6][CH2:7][CH2:8][C:9]([O:11][CH2:12][CH3:13])=[O:10].Cl[C:18]1[CH:23]=[C:22]([C:24]2[NH:32][C:31]3[CH2:30][CH2:29][NH:28][C:27](=[O:33])[C:26]=3[CH:25]=2)[CH:21]=[CH:20][N:19]=1. (4) Given the product [Cl:13][CH2:14][CH2:15][CH2:16][CH2:17][N:7]1[C:6]2[CH:10]=[C:2]([Cl:1])[CH:3]=[CH:4][C:5]=2[N:9]=[CH:8]1, predict the reactants needed to synthesize it. The reactants are: [Cl:1][C:2]1[CH:3]=[CH:4][C:5]2[N:9]=[CH:8][NH:7][C:6]=2[CH:10]=1.[OH-].[Na+].[Cl:13][CH2:14][CH2:15][CH2:16][CH2:17]Br. (5) Given the product [C:14]([C:13]1[CH:16]=[C:17]([C:20]2[O:24][N:23]=[C:22]([C:25]3[C:26]([CH3:35])=[C:27]4[C:32](=[CH:33][CH:34]=3)[CH2:31][N:30]([CH2:38][CH2:37][C:36]([O:40][CH2:41][CH3:42])=[O:39])[CH2:29][CH2:28]4)[N:21]=2)[CH:18]=[CH:19][C:12]=1[O:11][CH:9]([CH3:8])[CH3:10])#[N:15], predict the reactants needed to synthesize it. The reactants are: FC(F)(F)C(O)=O.[CH3:8][CH:9]([O:11][C:12]1[CH:19]=[CH:18][C:17]([C:20]2[O:24][N:23]=[C:22]([C:25]3[C:26]([CH3:35])=[C:27]4[C:32](=[CH:33][CH:34]=3)[CH2:31][NH:30][CH2:29][CH2:28]4)[N:21]=2)=[CH:16][C:13]=1[C:14]#[N:15])[CH3:10].[C:36]([O:40][CH2:41][CH3:42])(=[O:39])[CH:37]=[CH2:38].N12CCCN=C1CCCCC2. (6) Given the product [N:1]12[CH2:8][C:5]([C:9](=[O:30])/[CH:10]=[CH:39]/[C:38]([O:42][CH2:43][CH3:44])=[O:41])([CH2:6][CH2:7]1)[CH2:4][CH2:3][CH2:2]2, predict the reactants needed to synthesize it. The reactants are: [N:1]12[CH2:8][C:5]([C:9](=[O:30])[CH:10]=P(C3C=CC=CC=3)(C3C=CC=CC=3)C3C=CC=CC=3)([CH2:6][CH2:7]1)[CH2:4][CH2:3][CH2:2]2.C1(C)C=CC=CC=1.[C:38]([O:42][CH2:43][CH3:44])(=[O:41])[CH:39]=O. (7) Given the product [CH3:30][N:31]([CH3:37])[CH:32]1[CH2:36][CH2:35][N:34]([C:27]([CH:25]2[CH2:24][CH2:23][C:22]3[C:15]4[C:14]([NH:13][C:5]5[CH:6]=[C:7]6[C:11](=[CH:12][C:4]=5[O:3][CH2:1][CH3:2])[NH:10][N:9]=[CH:8]6)=[N:19][CH:18]=[N:17][C:16]=4[S:20][C:21]=3[CH2:26]2)=[O:28])[CH2:33]1, predict the reactants needed to synthesize it. The reactants are: [CH2:1]([O:3][C:4]1[CH:12]=[C:11]2[C:7]([CH:8]=[N:9][NH:10]2)=[CH:6][C:5]=1[NH:13][C:14]1[C:15]2[C:22]3[CH2:23][CH2:24][CH:25]([C:27](O)=[O:28])[CH2:26][C:21]=3[S:20][C:16]=2[N:17]=[CH:18][N:19]=1)[CH3:2].[CH3:30][N:31]([CH3:37])[CH:32]1[CH2:36][CH2:35][NH:34][CH2:33]1. (8) Given the product [Cl:1][C:2]1[CH:3]=[CH:4][C:5]2[N:6]([CH:11]=[CH:12][N:8]=2)[N:7]=1, predict the reactants needed to synthesize it. The reactants are: [Cl:1][C:2]1[N:7]=[N:6][C:5]([NH2:8])=[CH:4][CH:3]=1.Br.Br[CH2:11][CH:12](OC)OC. (9) Given the product [Cl:8][C:9]1[CH:10]=[C:11]([C:17]2[C:18]([CH2:27][N:28]3[C@@H:32]([CH3:33])[C@@H:31]([C:34]4[CH:39]=[CH:38][CH:37]=[C:36]([O:40][C:41]([F:44])([F:43])[F:42])[CH:35]=4)[O:30][C:29]3=[O:45])=[N:19][C:20]([N:50]3[CH2:51][CH:48]([F:47])[CH2:49]3)=[N:21][CH:22]=2)[C:12]([O:15][CH3:16])=[N:13][CH:14]=1, predict the reactants needed to synthesize it. The reactants are: C(N(CC)CC)C.[Cl:8][C:9]1[CH:10]=[C:11]([C:17]2[C:18]([CH2:27][N:28]3[C@@H:32]([CH3:33])[C@@H:31]([C:34]4[CH:39]=[CH:38][CH:37]=[C:36]([O:40][C:41]([F:44])([F:43])[F:42])[CH:35]=4)[O:30][C:29]3=[O:45])=[N:19][C:20](S(C)(=O)=O)=[N:21][CH:22]=2)[C:12]([O:15][CH3:16])=[N:13][CH:14]=1.Cl.[F:47][CH:48]1[CH2:51][NH:50][CH2:49]1.Cl.